From a dataset of Forward reaction prediction with 1.9M reactions from USPTO patents (1976-2016). Predict the product of the given reaction. (1) Given the reactants [CH:1]1[C:10]2[C:5](=[CH:6][CH:7]=[CH:8][CH:9]=2)[CH:4]=[CH:3][C:2]=1[C:11]([C:13]1[CH:17]=[CH:16][N:15](S(C2C=CC(C)=CC=2)(=O)=O)[CH:14]=1)=[O:12].O1CCOCC1.[OH-].[Na+].CCOCC, predict the reaction product. The product is: [CH:1]1[C:10]2[C:5](=[CH:6][CH:7]=[CH:8][CH:9]=2)[CH:4]=[CH:3][C:2]=1[C:11]([C:13]1[CH:17]=[CH:16][NH:15][CH:14]=1)=[O:12]. (2) The product is: [CH:7]1([C:12]2[N:17]=[C:16]([C:18]3[CH:19]=[C:20]([O:25][CH:26]([F:27])[F:28])[C:21]([NH2:24])=[N:22][CH:23]=3)[CH:15]=[C:14]([N:29]3[CH2:30][CH:31]([N:33]4[CH2:38][CH2:37][O:36][CH2:35][CH2:34]4)[CH2:32]3)[N:13]=2)[CH2:10][CH2:9][CH2:8]1. Given the reactants [Mg].BrCCBr.Br[CH:7]1[CH2:10][CH2:9][CH2:8]1.Cl[C:12]1[N:17]=[C:16]([C:18]2[CH:19]=[C:20]([O:25][CH:26]([F:28])[F:27])[C:21]([NH2:24])=[N:22][CH:23]=2)[CH:15]=[C:14]([N:29]2[CH2:32][CH:31]([N:33]3[CH2:38][CH2:37][O:36][CH2:35][CH2:34]3)[CH2:30]2)[N:13]=1, predict the reaction product. (3) Given the reactants Br[C:2]1[CH:24]=[CH:23][CH:22]=[CH:21][C:3]=1[CH2:4][C:5]1[S:6][C:7]([CH2:17][C:18]([OH:20])=[O:19])=[C:8]([C:10]2[CH:15]=[CH:14][C:13]([F:16])=[CH:12][CH:11]=2)[N:9]=1.[C:25]([C:27]1[CH:28]=[C:29](B(O)O)[CH:30]=[CH:31][CH:32]=1)#[N:26], predict the reaction product. The product is: [C:25]([C:27]1[CH:32]=[C:31]([C:2]2[CH:24]=[CH:23][CH:22]=[CH:21][C:3]=2[CH2:4][C:5]2[S:6][C:7]([CH2:17][C:18]([OH:20])=[O:19])=[C:8]([C:10]3[CH:15]=[CH:14][C:13]([F:16])=[CH:12][CH:11]=3)[N:9]=2)[CH:30]=[CH:29][CH:28]=1)#[N:26]. (4) Given the reactants [F:1][C:2]([F:29])([F:28])[C:3]1[CH:4]=[C:5]([CH:21]=[C:22]([C:24]([F:27])([F:26])[F:25])[CH:23]=1)[CH2:6][N:7]1[C:11]([C:12]2[CH:17]=[CH:16][CH:15]=[CH:14][CH:13]=2)=[C:10]([C:18](O)=[O:19])[N:9]=[N:8]1.C(Cl)(=O)C(Cl)=O.[Cl:36][C:37]1[CH:42]=[C:41]([CH3:43])[CH:40]=[CH:39][C:38]=1[NH:44][CH3:45], predict the reaction product. The product is: [Cl:36][C:37]1[CH:42]=[C:41]([CH3:43])[CH:40]=[CH:39][C:38]=1[N:44]([CH3:45])[C:18]([C:10]1[N:9]=[N:8][N:7]([CH2:6][C:5]2[CH:21]=[C:22]([C:24]([F:25])([F:26])[F:27])[CH:23]=[C:3]([C:2]([F:28])([F:1])[F:29])[CH:4]=2)[C:11]=1[C:12]1[CH:13]=[CH:14][CH:15]=[CH:16][CH:17]=1)=[O:19]. (5) Given the reactants [NH2:1][C:2]1[CH:11]=[C:10]([Cl:12])[C:9](I)=[CH:8][C:3]=1[C:4]([O:6][CH3:7])=[O:5].[Br:14][C:15]1[CH:20]=[CH:19][C:18](B(O)O)=[CH:17][CH:16]=1.C(=O)([O-])[O-:25].[Na+].[Na+], predict the reaction product. The product is: [CH:3]([O:25][CH:20]([CH3:19])[CH3:15])([CH3:4])[CH3:8].[NH2:1][C:2]1[CH:11]=[C:10]([Cl:12])[C:9]([C:18]2[CH:19]=[CH:20][C:15]([Br:14])=[CH:16][CH:17]=2)=[CH:8][C:3]=1[C:4]([O:6][CH3:7])=[O:5]. (6) Given the reactants [CH3:1][O:2][C:3]1[C:11]([O:12][CH2:13][C:14]2[CH:19]=[CH:18][CH:17]=[CH:16][CH:15]=2)=[CH:10][C:6]([C:7]([NH2:9])=[O:8])=[C:5]([N+:20]([O-])=O)[CH:4]=1, predict the reaction product. The product is: [CH3:1][O:2][C:3]1[C:11]([O:12][CH2:13][C:14]2[CH:19]=[CH:18][CH:17]=[CH:16][CH:15]=2)=[CH:10][C:6]([C:7]([NH2:9])=[O:8])=[C:5]([NH2:20])[CH:4]=1.